Predict which catalyst facilitates the given reaction. From a dataset of Catalyst prediction with 721,799 reactions and 888 catalyst types from USPTO. (1) Reactant: [CH:1]12[CH:9]([C:10]3[CH:23]=[CH:22][C:13]([O:14][CH2:15][C@H:16]4[O:20][C:19]([NH2:21])=[N:18][CH2:17]4)=[CH:12][CH:11]=3)[CH:5]([CH2:6][CH2:7][CH2:8]1)[CH2:4][CH2:3][CH2:2]2.C([O:26][C:27](=O)[C:28]#[C:29][CH2:30][CH:31]([CH3:33])[CH3:32])C. Product: [CH:1]12[CH:9]([C:10]3[CH:23]=[CH:22][C:13]([O:14][CH2:15][C@H:16]4[O:20][C:19]5=[N:21][C:27](=[O:26])[CH:28]=[C:29]([CH2:30][CH:31]([CH3:33])[CH3:32])[N:18]5[CH2:17]4)=[CH:12][CH:11]=3)[CH:5]([CH2:4][CH2:3][CH2:2]1)[CH2:6][CH2:7][CH2:8]2. The catalyst class is: 8. (2) Reactant: Br[CH2:2][C:3]([C:5]1[C:6](=[O:17])[N:7]([CH3:16])[C:8]2[C:13]([CH:14]=1)=[CH:12][CH:11]=[CH:10][C:9]=2[Cl:15])=O.[CH3:18][C:19]1[CH:20]=[C:21]([NH:26][C:27]([NH2:29])=[S:28])[CH:22]=[C:23]([CH3:25])[CH:24]=1. Product: [Cl:15][C:9]1[CH:10]=[CH:11][CH:12]=[C:13]2[C:8]=1[N:7]([CH3:16])[C:6](=[O:17])[C:5]([C:3]1[N:29]=[C:27]([NH:26][C:21]3[CH:20]=[C:19]([CH3:18])[CH:24]=[C:23]([CH3:25])[CH:22]=3)[S:28][CH:2]=1)=[CH:14]2. The catalyst class is: 8. (3) Reactant: [N:1]([C@@H:4]([CH2:18][C:19]1[CH:24]=[CH:23][C:22]([O:25][CH2:26][CH2:27][OH:28])=[CH:21][CH:20]=1)[C:5]([N:7]1[CH2:12][CH2:11][CH:10]([C:13]([O:15][CH2:16][CH3:17])=[O:14])[CH2:9][CH2:8]1)=[O:6])=[N+:2]=[N-:3].C(N(CC)CC)C.[C:36]1([CH3:56])[CH:41]=[CH:40][C:39]([S:42](O[S:42]([C:39]2[CH:40]=[CH:41][C:36]([CH3:56])=[CH:37][CH:38]=2)(=[O:44])=[O:43])(=[O:44])=[O:43])=[CH:38][CH:37]=1. Product: [N:1]([C@@H:4]([CH2:18][C:19]1[CH:24]=[CH:23][C:22]([O:25][CH2:26][CH2:27][O:28][S:42]([C:39]2[CH:40]=[CH:41][C:36]([CH3:56])=[CH:37][CH:38]=2)(=[O:44])=[O:43])=[CH:21][CH:20]=1)[C:5]([N:7]1[CH2:12][CH2:11][CH:10]([C:13]([O:15][CH2:16][CH3:17])=[O:14])[CH2:9][CH2:8]1)=[O:6])=[N+:2]=[N-:3]. The catalyst class is: 2.